From a dataset of Reaction yield outcomes from USPTO patents with 853,638 reactions. Predict the reaction yield, written as a fraction of the theoretical maximum amount of product (1.0 means a 100% yield; for example, 0.34 means a 34% yield). (1) The reactants are [C:1]([C:5]1[CH:10]=[CH:9][C:8]([C:11]2[CH:12]=[CH:13][CH:14]=[C:15]3[C:19]=2[CH2:18][C:17]([CH3:20])=[CH:16]3)=[CH:7][CH:6]=1)([CH3:4])([CH3:3])[CH3:2].[Li]CCCC.[C:26]([C:30]1[CH:38]=[C:37]2[C:33]([CH:34]=[C:35]([CH3:43])[CH:36]2[Si:39](Cl)([CH3:41])[CH3:40])=[C:32]([C:44]2[CH:49]=[CH:48][CH:47]=[CH:46][CH:45]=2)[C:31]=1[O:50][CH3:51])([CH3:29])([CH3:28])[CH3:27].O. The catalyst is CCOCC.C([Cu])#N. The product is [C:26]([C:30]1[CH:38]=[C:37]2[C:33]([CH:34]=[C:35]([CH3:43])[CH:36]2[Si:39]([CH:16]2[C:15]3[C:19](=[C:11]([C:8]4[CH:9]=[CH:10][C:5]([C:1]([CH3:4])([CH3:2])[CH3:3])=[CH:6][CH:7]=4)[CH:12]=[CH:13][CH:14]=3)[CH:18]=[C:17]2[CH3:20])([CH3:41])[CH3:40])=[C:32]([C:44]2[CH:45]=[CH:46][CH:47]=[CH:48][CH:49]=2)[C:31]=1[O:50][CH3:51])([CH3:27])([CH3:28])[CH3:29]. The yield is 0.910. (2) The reactants are [NH2:1][C:2]1[CH:3]=[C:4]([CH:8]=[CH:9][C:10]=1Br)[C:5]([OH:7])=[O:6].[CH3:12][N:13](C)C=O. The catalyst is [C-]#N.[Zn+2].[C-]#N.C1C=CC([P]([Pd]([P](C2C=CC=CC=2)(C2C=CC=CC=2)C2C=CC=CC=2)([P](C2C=CC=CC=2)(C2C=CC=CC=2)C2C=CC=CC=2)[P](C2C=CC=CC=2)(C2C=CC=CC=2)C2C=CC=CC=2)(C2C=CC=CC=2)C2C=CC=CC=2)=CC=1. The product is [NH2:1][C:2]1[CH:3]=[C:4]([CH:8]=[CH:9][C:10]=1[C:12]#[N:13])[C:5]([OH:7])=[O:6]. The yield is 0.670. (3) The reactants are [CH2:1]([OH:5])[CH:2]([OH:4])[CH3:3].[H-].[Na+].[CH2:8](Br)[C:9]1[CH:14]=[CH:13][CH:12]=[CH:11][CH:10]=1. The catalyst is CN(C)C=O. The product is [CH2:8]([O:5][CH2:1][CH:2]([OH:4])[CH3:3])[C:9]1[CH:14]=[CH:13][CH:12]=[CH:11][CH:10]=1. The yield is 0.410. (4) The reactants are [CH2:1]([O:3][C:4]1[CH:5]=[C:6]([C@H:12]([N:16]2[C:24](=[O:25])[C:23]3[C:18](=[CH:19][CH:20]=[CH:21][C:22]=3[NH:26][C:27]([CH:29]3[CH2:31][CH2:30]3)=[O:28])[CH2:17]2)[CH2:13][CH2:14]O)[CH:7]=[CH:8][C:9]=1[O:10][CH3:11])[CH3:2].C1(P(C2C=CC=CC=2)C2C=CC=CC=2)C=CC=CC=1.[C:51]([OH:54])(=[S:53])[CH3:52].CC(OC(/N=N/C(OC(C)C)=O)=O)C. The catalyst is C1COCC1.CO. The product is [CH:29]1([C:27]([NH:26][C:22]2[CH:21]=[CH:20][CH:19]=[C:18]3[C:23]=2[C:24](=[O:25])[N:16]([C@@H:12]([C:6]2[CH:7]=[CH:8][C:9]([O:10][CH3:11])=[C:4]([O:3][CH2:1][CH3:2])[CH:5]=2)[CH2:13][CH2:14][S:53][C:51](=[O:54])[CH3:52])[CH2:17]3)=[O:28])[CH2:31][CH2:30]1. The yield is 0.790.